This data is from Reaction yield outcomes from USPTO patents with 853,638 reactions. The task is: Predict the reaction yield, written as a fraction of the theoretical maximum amount of product (1.0 means a 100% yield; for example, 0.34 means a 34% yield). (1) The reactants are Cl[C:2]1[C:7]2[C:8]([N:11]3[CH2:15][CH2:14][N:13]([C:16]4[CH:17]=[N:18][CH:19]=[CH:20][C:21]=4[CH3:22])[C:12]3=[O:23])=[CH:9][S:10][C:6]=2[CH:5]=[CH:4][N:3]=1.CO. The catalyst is C(O)(=O)C.C(Cl)Cl.[Zn]. The product is [CH3:22][C:21]1[CH:20]=[CH:19][N:18]=[CH:17][C:16]=1[N:13]1[CH2:14][CH2:15][N:11]([C:8]2[C:7]3[CH:2]=[N:3][CH:4]=[CH:5][C:6]=3[S:10][CH:9]=2)[C:12]1=[O:23]. The yield is 0.406. (2) The product is [Cl:1][C:2]1[C:7]([I:8])=[CH:6][C:5]([NH:9][CH:10]([CH3:14])[C:11]([N:20]2[CH2:21][CH2:22][N:17]([CH:23]3[CH2:24][N:25]([C:27]([O:29][C:30]([CH3:33])([CH3:32])[CH3:31])=[O:28])[CH2:26]3)[CH2:18][CH2:19]2)=[O:13])=[C:4]([O:15][CH3:16])[CH:3]=1. The catalyst is CN(C=O)C. The yield is 0.550. The reactants are [Cl:1][C:2]1[C:7]([I:8])=[CH:6][C:5]([NH:9][CH:10]([CH3:14])[C:11]([OH:13])=O)=[C:4]([O:15][CH3:16])[CH:3]=1.[N:17]1([CH:23]2[CH2:26][N:25]([C:27]([O:29][C:30]([CH3:33])([CH3:32])[CH3:31])=[O:28])[CH2:24]2)[CH2:22][CH2:21][NH:20][CH2:19][CH2:18]1.CCN=C=NCCCN(C)C.Cl.C1C=CC2N(O)N=NC=2C=1.CCN(CC)CC. (3) The reactants are [CH2:1]([O:3][C:4](=[O:22])[C:5]1[CH:10]=[C:9]([N+:11]([O-])=O)[CH:8]=[C:7]([N+]([O-])=O)[C:6]=1[CH:17]=[CH:18][N:19](C)C)[CH3:2].Cl[Sn]Cl. The catalyst is C(O)C. The product is [CH2:1]([O:3][C:4]([C:5]1[C:6]2[CH:17]=[CH:18][NH:19][C:7]=2[CH:8]=[C:9]([NH2:11])[CH:10]=1)=[O:22])[CH3:2]. The yield is 0.400. (4) The product is [CH2:25]([O:32][C:33](=[O:40])[C@@H:34]([NH:35][C:11](=[O:13])[C@@H:9]([NH:8][C:1]([O:3][C:4]([CH3:5])([CH3:6])[CH3:7])=[O:2])[CH3:10])[CH2:36][CH:37]([CH3:38])[CH3:39])[C:26]1[CH:31]=[CH:30][CH:29]=[CH:28][CH:27]=1. The catalyst is CN(C=O)C. The reactants are [C:1]([NH:8][C@H:9]([C:11]([OH:13])=O)[CH3:10])([O:3][C:4]([CH3:7])([CH3:6])[CH3:5])=[O:2].C1(C)C=CC(S(O)(=O)=O)=CC=1.[CH2:25]([O:32][C:33](=[O:40])[C@H:34]([CH2:36][CH:37]([CH3:39])[CH3:38])[NH2:35])[C:26]1[CH:31]=[CH:30][CH:29]=[CH:28][CH:27]=1.CN(C(ON1N=NC2C=CC=NC1=2)=[N+](C)C)C.F[P-](F)(F)(F)(F)F.C(N(CC)C(C)C)(C)C. The yield is 0.980. (5) The reactants are [C:1]([C:4]1[C:9]([C:10]2[CH:15]=[CH:14][CH:13]=[CH:12][CH:11]=2)=[N:8][N:7]([CH2:16][CH3:17])[C:6](=[O:18])[C:5]=1[N+:19]([O-])=O)(=[O:3])[CH3:2].N[C:23]1[CH:32]=[CH:31][C:30]([OH:33])=[C:29]2[C:24]=1[CH:25]=[CH:26][CH:27]=[N:28]2. The catalyst is C(O)C. The product is [C:1]([C:4]1[C:9]([C:10]2[CH:15]=[CH:14][CH:13]=[CH:12][CH:11]=2)=[N:8][N:7]([CH2:16][CH3:17])[C:6](=[O:18])[C:5]=1[NH:19][C:23]1[CH:32]=[CH:31][C:30]([OH:33])=[C:29]2[C:24]=1[CH:25]=[CH:26][CH:27]=[N:28]2)(=[O:3])[CH3:2]. The yield is 0.900. (6) The reactants are [NH2:1][C:2]1[CH:3]=[C:4]([CH:20]=[CH:21][CH:22]=1)[CH2:5][O:6][C:7]1[CH:12]=[CH:11][C:10]([C:13](=[O:15])[CH3:14])=[C:9]([OH:16])[C:8]=1[CH2:17][CH2:18][CH3:19].Br[C:24]1[CH:31]=[CH:30][C:27]([C:28]#[N:29])=[CH:26][CH:25]=1.C(=O)([O-])[O-].[Cs+].[Cs+].C1OCCOCCOCCOCCOCCOC1.C1(P(C2C=CC=CC=2)C2C=CC3C(=CC=CC=3)C=2C2C3C(=CC=CC=3)C=CC=2P(C2C=CC=CC=2)C2C=CC=CC=2)C=CC=CC=1.C(O)(=O)CC(CC(O)=O)(C(O)=O)O. The catalyst is C1(C)C=CC=CC=1.C([O-])(=O)C.[Pd+2].C([O-])(=O)C. The product is [C:13]([C:10]1[CH:11]=[CH:12][C:7]([O:6][CH2:5][C:4]2[CH:3]=[C:2]([NH:1][C:24]3[CH:31]=[CH:30][C:27]([C:28]#[N:29])=[CH:26][CH:25]=3)[CH:22]=[CH:21][CH:20]=2)=[C:8]([CH2:17][CH2:18][CH3:19])[C:9]=1[OH:16])(=[O:15])[CH3:14]. The yield is 0.630. (7) The reactants are CN1C(=O)CC(=O)N(C)C1=O.C([O:15][C:16]1[CH:21]=[CH:20][C:19]([CH2:22][S:23]([CH2:25][CH2:26][C:27]2[N:31]([CH3:32])[N:30]=[CH:29][CH:28]=2)=[O:24])=[C:18]([CH3:33])[CH:17]=1)C=C. The catalyst is ClCCl.[Pd].C1(P(C2C=CC=CC=2)C2C=CC=CC=2)C=CC=CC=1.C1(P(C2C=CC=CC=2)C2C=CC=CC=2)C=CC=CC=1.C1(P(C2C=CC=CC=2)C2C=CC=CC=2)C=CC=CC=1.C1(P(C2C=CC=CC=2)C2C=CC=CC=2)C=CC=CC=1. The product is [CH3:33][C:18]1[CH:17]=[C:16]([OH:15])[CH:21]=[CH:20][C:19]=1[CH2:22][S:23]([CH2:25][CH2:26][C:27]1[N:31]([CH3:32])[N:30]=[CH:29][CH:28]=1)=[O:24]. The yield is 0.630.